From a dataset of Forward reaction prediction with 1.9M reactions from USPTO patents (1976-2016). Predict the product of the given reaction. (1) Given the reactants C1C=CC(P(C2C(C3C(P(C4C=CC=CC=4)C4C=CC=CC=4)=CC=C4C=3C=CC=C4)=C3C(C=CC=C3)=CC=2)C2C=CC=CC=2)=CC=1.C(=O)([O-])[O-].[Cs+].[Cs+].[CH3:53][O:54][C:55]([C:57]1[N:58]([CH3:76])[C:59](Br)=[C:60]([C:69]2[CH:74]=[CH:73][N:72]=[CH:71][CH:70]=2)[C:61]=1[C:62]1[CH:67]=[CH:66][C:65]([F:68])=[CH:64][CH:63]=1)=[O:56].N[CH2:78][CH2:79][N:80]1[CH2:85][CH2:84][O:83][CH2:82][CH2:81]1, predict the reaction product. The product is: [CH3:53][O:54][C:55]([C:57]1[N:58]([CH3:76])[C:59]([CH2:78][CH2:79][N:80]2[CH2:85][CH2:84][O:83][CH2:82][CH2:81]2)=[C:60]([C:69]2[CH:74]=[CH:73][N:72]=[CH:71][CH:70]=2)[C:61]=1[C:62]1[CH:67]=[CH:66][C:65]([F:68])=[CH:64][CH:63]=1)=[O:56]. (2) Given the reactants Cl[C:2]1[N:10]=[C:9]2[C:5]([N:6]([CH2:17][C@H:18]3[CH2:23][CH2:22][C@H:21]([CH3:24])[CH2:20][CH2:19]3)[C:7]([N:11]3[CH2:16][CH2:15][O:14][CH2:13][CH2:12]3)=[N:8]2)=[C:4]([C:25]2[CH:30]=[CH:29][CH:28]=[C:27]([Cl:31])[CH:26]=2)[N:3]=1.C[C:33]([N:35](C)C)=O, predict the reaction product. The product is: [Cl:31][C:27]1[CH:26]=[C:25]([C:4]2[N:3]=[C:2]([C:33]#[N:35])[N:10]=[C:9]3[C:5]=2[N:6]([CH2:17][C@H:18]2[CH2:23][CH2:22][C@H:21]([CH3:24])[CH2:20][CH2:19]2)[C:7]([N:11]2[CH2:12][CH2:13][O:14][CH2:15][CH2:16]2)=[N:8]3)[CH:30]=[CH:29][CH:28]=1.